This data is from Full USPTO retrosynthesis dataset with 1.9M reactions from patents (1976-2016). The task is: Predict the reactants needed to synthesize the given product. (1) Given the product [CH2:1]([C:5]1[O:6][C:7]2[CH:39]=[CH:38][CH:37]=[CH:36][C:8]=2[C:9]=1[CH2:10][C:11]1[CH:12]=[CH:13][C:14]([C:17]2[CH:22]=[CH:21][C:20]([O:23][CH2:24][CH2:25][CH2:26][C:27]3[CH:32]=[CH:31][CH:30]=[CH:29][CH:28]=3)=[C:19]([NH2:33])[CH:18]=2)=[CH:15][CH:16]=1)[CH2:2][CH2:3][CH3:4], predict the reactants needed to synthesize it. The reactants are: [CH2:1]([C:5]1[O:6][C:7]2[CH:39]=[CH:38][CH:37]=[CH:36][C:8]=2[C:9]=1[CH2:10][C:11]1[CH:16]=[CH:15][C:14]([C:17]2[CH:22]=[CH:21][C:20]([O:23][CH2:24][CH2:25][CH2:26][C:27]3[CH:32]=[CH:31][CH:30]=[CH:29][CH:28]=3)=[C:19]([N+:33]([O-])=O)[CH:18]=2)=[CH:13][CH:12]=1)[CH2:2][CH2:3][CH3:4]. (2) Given the product [CH2:1]([O:3][C:4]([C:6]1[C:14]2[C:9](=[CH:10][CH:11]=[C:12]([O:15][C:35]3[CH:36]=[CH:37][C:32]([C:31]([F:42])([F:41])[F:30])=[CH:33][CH:34]=3)[CH:13]=2)[N:8]([C:16]2[CH:21]=[CH:20][C:19]([O:22][CH3:23])=[CH:18][CH:17]=2)[C:7]=1[CH2:24][C:25]([O:27][CH2:28][CH3:29])=[O:26])=[O:5])[CH3:2], predict the reactants needed to synthesize it. The reactants are: [CH2:1]([O:3][C:4]([C:6]1[C:14]2[C:9](=[CH:10][CH:11]=[C:12]([OH:15])[CH:13]=2)[N:8]([C:16]2[CH:21]=[CH:20][C:19]([O:22][CH3:23])=[CH:18][CH:17]=2)[C:7]=1[CH2:24][C:25]([O:27][CH2:28][CH3:29])=[O:26])=[O:5])[CH3:2].[F:30][C:31]([F:42])([F:41])[C:32]1[CH:37]=[CH:36][C:35](B(O)O)=[CH:34][CH:33]=1. (3) Given the product [C:1]([O:5][C:6](=[O:12])[NH:7][CH2:8][CH2:9][CH2:10][NH:11][C:22]([NH2:21])=[S:23])([CH3:4])([CH3:2])[CH3:3], predict the reactants needed to synthesize it. The reactants are: [C:1]([O:5][C:6](=[O:12])[NH:7][CH2:8][CH2:9][CH2:10][NH2:11])([CH3:4])([CH3:3])[CH3:2].C([N:21]=[C:22]=[S:23])(=O)C1C=CC=CC=1.C([O-])([O-])=O.[K+].[K+]. (4) Given the product [Cl:10][C:8]1[C:7]([O:11][CH3:12])=[CH:6][C:5]([O:13][CH3:14])=[C:4]([N:1]2[C:19]([C:21]3[CH:22]=[CH:23][C:24]([F:27])=[CH:25][CH:26]=3)=[C:18]([C:17]([OH:28])=[O:16])[N:3]=[N:2]2)[CH:9]=1, predict the reactants needed to synthesize it. The reactants are: [N:1]([C:4]1[CH:9]=[C:8]([Cl:10])[C:7]([O:11][CH3:12])=[CH:6][C:5]=1[O:13][CH3:14])=[N+:2]=[N-:3].C[O:16][C:17](=[O:28])[CH2:18][C:19]([C:21]1[CH:26]=[CH:25][C:24]([F:27])=[CH:23][CH:22]=1)=O.[O-]CC.[Na+]. (5) Given the product [F:10][C:9]([F:12])([F:11])[O:8][C:5]1[CH:6]=[CH:7][C:2]([C:32]2([OH:37])[C:31]3[C:38]([CH3:39])=[C:27]([N:24]4[CH2:25][CH2:26][N:21]([C:18]5[CH:19]=[CH:20][C:15]([O:14][CH3:13])=[CH:16][CH:17]=5)[CH2:22][CH2:23]4)[C:28]([CH3:41])=[C:29]([CH3:40])[C:30]=3[O:34][C:33]2([CH3:35])[CH3:36])=[CH:3][CH:4]=1, predict the reactants needed to synthesize it. The reactants are: Br[C:2]1[CH:7]=[CH:6][C:5]([O:8][C:9]([F:12])([F:11])[F:10])=[CH:4][CH:3]=1.[CH3:13][O:14][C:15]1[CH:20]=[CH:19][C:18]([N:21]2[CH2:26][CH2:25][N:24]([C:27]3[C:28]([CH3:41])=[C:29]([CH3:40])[C:30]4[O:34][C:33]([CH3:36])([CH3:35])[C:32](=[O:37])[C:31]=4[C:38]=3[CH3:39])[CH2:23][CH2:22]2)=[CH:17][CH:16]=1. (6) Given the product [F:15][C:12]1[CH:13]=[CH:14][C:9]([C:7]2[N:4]=[C:1]([CH3:2])[S:3][CH:6]=2)=[CH:10][CH:11]=1, predict the reactants needed to synthesize it. The reactants are: [C:1]([NH2:4])(=[S:3])[CH3:2].Br[CH2:6][C:7]([C:9]1[CH:14]=[CH:13][C:12]([F:15])=[CH:11][CH:10]=1)=O.N. (7) Given the product [F:1][C:2]1[CH:3]=[CH:4][C:5]([CH:8]([OH:26])[CH:9]([CH2:15][C:16]2[CH:17]=[CH:18][C:19]([C:22]([F:24])([F:25])[F:23])=[CH:20][CH:21]=2)[C:10]([O:12][CH2:13][CH3:14])=[O:11])=[CH:6][CH:7]=1, predict the reactants needed to synthesize it. The reactants are: [F:1][C:2]1[CH:7]=[CH:6][C:5]([C:8](=[O:26])[CH:9]([CH2:15][C:16]2[CH:21]=[CH:20][C:19]([C:22]([F:25])([F:24])[F:23])=[CH:18][CH:17]=2)[C:10]([O:12][CH2:13][CH3:14])=[O:11])=[CH:4][CH:3]=1.[BH4-].[Na+].Cl. (8) Given the product [C:21]([C:24]1[CH:29]=[CH:28][C:27]([C:8]2[CH:9]=[C:10]3[C:5](=[CH:6][CH:7]=2)[C:4](=[O:19])[CH2:3][C:2]3([CH3:20])[CH3:1])=[CH:26][CH:25]=1)(=[O:23])[CH3:22], predict the reactants needed to synthesize it. The reactants are: [CH3:1][C:2]1([CH3:20])[C:10]2[C:5](=[CH:6][CH:7]=[C:8](OS(C(F)(F)F)(=O)=O)[CH:9]=2)[C:4](=[O:19])[CH2:3]1.[C:21]([C:24]1[CH:29]=[CH:28][C:27](B(O)O)=[CH:26][CH:25]=1)(=[O:23])[CH3:22]. (9) Given the product [CH3:13][O:12][C:9]1[CH:10]=[C:11]2[C:6]([CH:5]=[CH:4][N:3]=[C:2]2[O:27][C:21]2[CH:26]=[CH:25][CH:24]=[CH:23][CH:22]=2)=[CH:7][C:8]=1[C:14]([N:16]1[CH2:20][CH2:19][CH2:18][CH2:17]1)=[O:15], predict the reactants needed to synthesize it. The reactants are: Cl[C:2]1[C:11]2[C:6](=[CH:7][C:8]([C:14]([N:16]3[CH2:20][CH2:19][CH2:18][CH2:17]3)=[O:15])=[C:9]([O:12][CH3:13])[CH:10]=2)[CH:5]=[CH:4][N:3]=1.[C:21]1([OH:27])[CH:26]=[CH:25][CH:24]=[CH:23][CH:22]=1.[OH-].[K+]. (10) Given the product [CH:1]([N:14]1[CH2:15][CH2:16][N:17]([NH:20][C:21](=[O:32])[CH2:22][NH:23][CH3:24])[CH2:18][CH2:19]1)([C:2]1[CH:7]=[CH:6][CH:5]=[CH:4][CH:3]=1)[C:8]1[CH:13]=[CH:12][CH:11]=[CH:10][CH:9]=1, predict the reactants needed to synthesize it. The reactants are: [CH:1]([N:14]1[CH2:19][CH2:18][N:17]([NH:20][C:21](=[O:32])[CH2:22][N:23](C(OC(C)(C)C)=O)[CH3:24])[CH2:16][CH2:15]1)([C:8]1[CH:13]=[CH:12][CH:11]=[CH:10][CH:9]=1)[C:2]1[CH:7]=[CH:6][CH:5]=[CH:4][CH:3]=1.FC(F)(F)C(O)=O.